Task: Predict the product of the given reaction.. Dataset: Forward reaction prediction with 1.9M reactions from USPTO patents (1976-2016) (1) Given the reactants [F:1][C:2]1[C:11]2[O:10][CH2:9][CH:8]=[CH:7][C:6]=2[C:5]([C:12]([NH2:14])=[O:13])=[CH:4][CH:3]=1.[N:15]([O-:17])=[O:16].[Na+].[I-].[K+], predict the reaction product. The product is: [F:1][C:2]1[C:11]2[O:10][CH2:9][C:8]([N+:15]([O-:17])=[O:16])=[CH:7][C:6]=2[C:5]([C:12]([NH2:14])=[O:13])=[CH:4][CH:3]=1. (2) The product is: [CH3:16][CH:17]([CH3:33])[C:18]([NH:20][C:21]1[CH:26]=[CH:25][CH:24]=[C:23]([CH:27]2[CH2:32][CH2:31][N:30]([CH2:2][C@H:3]([CH3:15])[CH2:4][O:5][C:6]3[CH:11]=[C:10]([F:12])[C:9]([F:13])=[CH:8][C:7]=3[F:14])[CH2:29][CH2:28]2)[CH:22]=1)=[O:19]. Given the reactants Cl[CH2:2][C@H:3]([CH3:15])[CH2:4][O:5][C:6]1[CH:11]=[C:10]([F:12])[C:9]([F:13])=[CH:8][C:7]=1[F:14].[CH3:16][CH:17]([CH3:33])[C:18]([NH:20][C:21]1[CH:26]=[CH:25][CH:24]=[C:23]([CH:27]2[CH2:32][CH2:31][NH:30][CH2:29][CH2:28]2)[CH:22]=1)=[O:19], predict the reaction product. (3) Given the reactants [CH3:1][C:2]1[C:7]([CH3:9])([CH3:8])[CH2:6][CH2:5][C:4](=O)[CH:3]=1.C([O-])(=O)C.[Na+].S(O)(O)(=O)=O.[NH2:21]O.[H-].[Al+3].[Li+].[H-].[H-].[H-].S([O-])([O-])(=O)=O.[Na+].[Na+], predict the reaction product. The product is: [CH3:1][C:2]1[C:7]([CH3:9])([CH3:8])[CH2:6][CH2:5][CH:4]([NH2:21])[CH:3]=1.